From a dataset of Full USPTO retrosynthesis dataset with 1.9M reactions from patents (1976-2016). Predict the reactants needed to synthesize the given product. (1) Given the product [OH:22][C@@H:5]1[C@@H:4]([OH:27])[CH2:3][C@@H:2]([CH3:1])[C:13](=[O:14])[O:12][CH2:11][C@@H:10]([C:15]2[CH:16]=[CH:17][CH:18]=[CH:19][CH:20]=2)[NH:9][C:8](=[O:21])[CH2:7][CH2:6]1, predict the reactants needed to synthesize it. The reactants are: [CH3:1][C@H:2]1[C:13](=[O:14])[O:12][CH2:11][C@@H:10]([C:15]2[CH:20]=[CH:19][CH:18]=[CH:17][CH:16]=2)[NH:9][C:8](=[O:21])[CH2:7][CH2:6][CH:5]=[CH:4][CH2:3]1.[OH2:22].C[N+]1([O-])CC[O:27]CC1. (2) Given the product [Br:14][C:15]1[N:19]2[CH2:20][CH2:21][N:22]([C:11]([C:9]3[CH:10]=[C:5]4[N:4]=[CH:3][C:2]([Br:1])=[CH:7][N:6]4[N:8]=3)=[O:13])[CH2:23][C:18]2=[CH:17][CH:16]=1, predict the reactants needed to synthesize it. The reactants are: [Br:1][C:2]1[CH:3]=[N:4][C:5]2[N:6]([N:8]=[C:9]([C:11]([OH:13])=O)[CH:10]=2)[CH:7]=1.[Br:14][C:15]1[N:19]2[CH2:20][CH2:21][NH:22][CH2:23][C:18]2=[CH:17][CH:16]=1. (3) The reactants are: [CH3:1][O:2][C:3](=[O:15])[C:4]1[C:5](=[C:10](I)[CH:11]=[CH:12][CH:13]=1)[C:6]([O:8][CH3:9])=[O:7].[CH3:16][O:17][C:18]1[CH:23]=[C:22]([O:24][CH2:25][CH2:26][N:27]2[CH2:32][CH2:31][O:30][CH2:29][CH2:28]2)[CH:21]=[CH:20][C:19]=1[NH2:33].C1C=CC(P(C2C(C3C(P(C4C=CC=CC=4)C4C=CC=CC=4)=CC=C4C=3C=CC=C4)=C3C(C=CC=C3)=CC=2)C2C=CC=CC=2)=CC=1.C(=O)([O-])[O-].[Cs+].[Cs+]. Given the product [CH3:1][O:2][C:3](=[O:15])[C:4]1[C:5](=[C:10]([NH:33][C:19]2[CH:20]=[CH:21][C:22]([O:24][CH2:25][CH2:26][N:27]3[CH2:28][CH2:29][O:30][CH2:31][CH2:32]3)=[CH:23][C:18]=2[O:17][CH3:16])[CH:11]=[CH:12][CH:13]=1)[C:6]([O:8][CH3:9])=[O:7], predict the reactants needed to synthesize it. (4) Given the product [CH3:16][C:17]1[CH:22]=[CH:21][C:20]([CH3:23])=[CH:19][C:18]=1[C:24]1[N:25]([CH2:2][C:3]2[C:12]3[C:7](=[C:8]([F:14])[C:9]([F:13])=[CH:10][CH:11]=3)[NH:6][C:5](=[O:15])[CH:4]=2)[C:26]2[CH:32]=[CH:31][CH:30]=[CH:29][C:27]=2[N:28]=1, predict the reactants needed to synthesize it. The reactants are: Br[CH2:2][C:3]1[C:12]2[C:7](=[C:8]([F:14])[C:9]([F:13])=[CH:10][CH:11]=2)[NH:6][C:5](=[O:15])[CH:4]=1.[CH3:16][C:17]1[CH:22]=[CH:21][C:20]([CH3:23])=[CH:19][C:18]=1[C:24]1[NH:28][C:27]2[CH:29]=[CH:30][CH:31]=[CH:32][C:26]=2[N:25]=1.